This data is from Forward reaction prediction with 1.9M reactions from USPTO patents (1976-2016). The task is: Predict the product of the given reaction. (1) Given the reactants [CH3:1][S:2](Cl)(=[O:4])=[O:3].[OH:6][CH2:7][CH2:8][O:9][C:10]1[CH:15]=[CH:14][C:13]([C:16]2[N:21]=[C:20]([C:22]#[N:23])[C:19]3[N:24]=[CH:25][N:26]([CH3:27])[C:18]=3[CH:17]=2)=[CH:12][C:11]=1[C:28]([F:31])([F:30])[F:29].C(N(C(C)C)CC)(C)C.O, predict the reaction product. The product is: [CH3:1][S:2]([O:6][CH2:7][CH2:8][O:9][C:10]1[CH:15]=[CH:14][C:13]([C:16]2[N:21]=[C:20]([C:22]#[N:23])[C:19]3[N:24]=[CH:25][N:26]([CH3:27])[C:18]=3[CH:17]=2)=[CH:12][C:11]=1[C:28]([F:30])([F:29])[F:31])(=[O:4])=[O:3]. (2) Given the reactants [Cl:1][C:2]1[CH:7]=[CH:6][C:5]([C:8]2[C:17]3[C:12](=[CH:13][CH:14]=[C:15]([C:18]([OH:20])=O)[CH:16]=3)[CH:11]=[N:10][CH:9]=2)=[CH:4][CH:3]=1.C(N(CC)C(C)C)(C)C.F[P-](F)(F)(F)(F)F.N1(OC(N(C)C)=[N+](C)C)C2N=CC=CC=2N=N1.Cl.[CH3:55][S:56]([C:59]1[CH:60]=[C:61]([CH:65]([NH2:67])[CH3:66])[CH:62]=[CH:63][CH:64]=1)(=[O:58])=[O:57], predict the reaction product. The product is: [Cl:1][C:2]1[CH:7]=[CH:6][C:5]([C:8]2[C:17]3[C:12](=[CH:13][CH:14]=[C:15]([C:18]([NH:67][CH:65]([C:61]4[CH:62]=[CH:63][CH:64]=[C:59]([S:56]([CH3:55])(=[O:58])=[O:57])[CH:60]=4)[CH3:66])=[O:20])[CH:16]=3)[CH:11]=[N:10][CH:9]=2)=[CH:4][CH:3]=1. (3) Given the reactants [CH2:1]([C@@H:5]1[NH:10][CH2:9][C@H:8]([CH2:11][CH:12]([CH3:14])[CH3:13])[NH:7][C:6]1=[O:15])[CH:2]([CH3:4])[CH3:3].Br[CH2:17][C:18]1[CH:23]=[C:22]([C:24]([F:27])([F:26])[F:25])[CH:21]=[C:20]([C:28]([F:31])([F:30])[F:29])[CH:19]=1.FC1C=CC(CN2C[C@H](CC(C)C)NC(=O)[C@@H]2CC(C)C)=C(C(F)(F)F)C=1, predict the reaction product. The product is: [F:25][C:24]([F:26])([F:27])[C:22]1[CH:23]=[C:18]([CH:19]=[C:20]([C:28]([F:31])([F:29])[F:30])[CH:21]=1)[CH2:17][N:10]1[CH2:9][C@H:8]([CH2:11][CH:12]([CH3:14])[CH3:13])[NH:7][C:6](=[O:15])[C@@H:5]1[CH2:1][CH:2]([CH3:4])[CH3:3]. (4) Given the reactants Cl[C:2]1[N:7]=[C:6]([N:8]2[C:12]3[CH:13]=[CH:14][CH:15]=[CH:16][C:11]=3[N:10]=[C:9]2[O:17][C:18]2[CH:23]=[CH:22][CH:21]=[CH:20][C:19]=2[O:24][CH3:25])[CH:5]=[CH:4][N:3]=1.[O:26]1[CH2:31][CH2:30][N:29]([C:32]2[CH:38]=[CH:37][C:35]([NH2:36])=[CH:34][CH:33]=2)[CH2:28][CH2:27]1.C1(P(C2C=CC=CC=2)C2C3OC4C(=CC=CC=4P(C4C=CC=CC=4)C4C=CC=CC=4)C(C)(C)C=3C=CC=2)C=CC=CC=1.C(=O)([O-])[O-].[Na+].[Na+].O, predict the reaction product. The product is: [CH3:25][O:24][C:19]1[CH:20]=[CH:21][CH:22]=[CH:23][C:18]=1[O:17][C:9]1[N:8]([C:6]2[CH:5]=[CH:4][N:3]=[C:2]([NH:36][C:35]3[CH:34]=[CH:33][C:32]([N:29]4[CH2:30][CH2:31][O:26][CH2:27][CH2:28]4)=[CH:38][CH:37]=3)[N:7]=2)[C:12]2[CH:13]=[CH:14][CH:15]=[CH:16][C:11]=2[N:10]=1. (5) Given the reactants C([N:8]1[CH2:13][CH2:12][C@H:11]([OH:14])[C@H:10]([CH2:15][O:16][C:17]2[CH:22]=[CH:21][CH:20]=[CH:19][C:18]=2[F:23])[CH2:9]1)C1C=CC=CC=1.C(OCC)(=O)C, predict the reaction product. The product is: [F:23][C:18]1[CH:19]=[CH:20][CH:21]=[CH:22][C:17]=1[O:16][CH2:15][C@H:10]1[C@@H:11]([OH:14])[CH2:12][CH2:13][NH:8][CH2:9]1. (6) The product is: [CH2:17]([O:16][C:15](=[O:19])[CH2:4][C:3]([C:6]1[O:7][CH:8]=[CH:9][CH:10]=1)=[O:5])[CH3:18]. Given the reactants [H-].[Na+].[C:3]([C:6]1[O:7][CH:8]=[CH:9][CH:10]=1)(=[O:5])[CH3:4].C(O)(=O)C.[C:15](=O)([O:19]CC)[O:16][CH2:17][CH3:18], predict the reaction product. (7) Given the reactants [CH3:1][N:2]1[CH2:7][CH2:6][N:5]([C:8]([CH:10]2[CH2:15][CH2:14][N:13]([C:16]3[CH:21]=[CH:20][C:19]([N+:22]([O-:24])=[O:23])=[CH:18][CH:17]=3)[CH2:12][CH2:11]2)=O)[CH2:4][CH2:3]1.B.C1COCC1.Cl.C([O-])(O)=O.[Na+], predict the reaction product. The product is: [CH3:1][N:2]1[CH2:3][CH2:4][N:5]([CH2:8][CH:10]2[CH2:15][CH2:14][N:13]([C:16]3[CH:21]=[CH:20][C:19]([N+:22]([O-:24])=[O:23])=[CH:18][CH:17]=3)[CH2:12][CH2:11]2)[CH2:6][CH2:7]1. (8) Given the reactants [O:1]([CH2:8][CH2:9][O:10][CH2:11][C:12]1[O:16][N:15]=[C:14]([C:17]([OH:19])=O)[CH:13]=1)[C:2]1[CH:7]=[CH:6][CH:5]=[CH:4][CH:3]=1.Cl.[O:21]1[CH2:25][CH2:24][CH:23]([CH2:26][NH2:27])[CH2:22]1.C(N(CC)CC)C.ON1C2C=CC=CC=2N=N1.Cl.C(N=C=NCCCN(C)C)C, predict the reaction product. The product is: [O:21]1[CH2:25][CH2:24][CH:23]([CH2:26][NH:27][C:17]([C:14]2[CH:13]=[C:12]([CH2:11][O:10][CH2:9][CH2:8][O:1][C:2]3[CH:3]=[CH:4][CH:5]=[CH:6][CH:7]=3)[O:16][N:15]=2)=[O:19])[CH2:22]1. (9) Given the reactants [CH3:1][O:2][C:3](=[O:21])[C@H:4]([CH2:13][C:14]1[CH:19]=[CH:18][C:17]([NH2:20])=[CH:16][CH:15]=1)[NH:5][C:6]([O:8][C:9]([CH3:12])([CH3:11])[CH3:10])=[O:7].[Cl:22][C:23]1[CH:31]=[CH:30][C:29]([Br:32])=[CH:28][C:24]=1[C:25](O)=[O:26].CN(C(ON1N=NC2C=CC=CC1=2)=[N+](C)C)C.F[P-](F)(F)(F)(F)F.C(N(C(C)C)CC)(C)C, predict the reaction product. The product is: [CH3:1][O:2][C:3](=[O:21])[C@H:4]([CH2:13][C:14]1[CH:19]=[CH:18][C:17]([NH:20][C:25]([C:24]2[CH:28]=[C:29]([Br:32])[CH:30]=[CH:31][C:23]=2[Cl:22])=[O:26])=[CH:16][CH:15]=1)[NH:5][C:6]([O:8][C:9]([CH3:12])([CH3:10])[CH3:11])=[O:7]. (10) Given the reactants [CH:1]1([CH2:7][NH2:8])[CH2:6][CH2:5][CH2:4][CH2:3][CH2:2]1.C([O:13][C:14]([C:16]1[CH:21]=[CH:20][CH:19]=[CH:18][C:17]=1[C:22]1[CH:27]=[CH:26][C:25]([CH2:28][N:29]2[C:37]3[C:32](=[CH:33][C:34]([C:38](O)=[O:39])=[CH:35][CH:36]=3)[C:31]([CH3:41])=[C:30]2[CH3:42])=[CH:24][CH:23]=1)=[O:15])(C)(C)C, predict the reaction product. The product is: [CH:1]1([CH2:7][NH:8][C:38]([C:34]2[CH:33]=[C:32]3[C:37](=[CH:36][CH:35]=2)[N:29]([CH2:28][C:25]2[CH:24]=[CH:23][C:22]([C:17]4[C:16]([C:14]([OH:15])=[O:13])=[CH:21][CH:20]=[CH:19][CH:18]=4)=[CH:27][CH:26]=2)[C:30]([CH3:42])=[C:31]3[CH3:41])=[O:39])[CH2:6][CH2:5][CH2:4][CH2:3][CH2:2]1.